Dataset: Full USPTO retrosynthesis dataset with 1.9M reactions from patents (1976-2016). Task: Predict the reactants needed to synthesize the given product. (1) The reactants are: [NH2:1][C:2]1[CH:7]=[C:6](I)[C:5](I)=[CH:4][C:3]=1[NH2:10].[C:11]([Cu])#[N:12].C(N(CC(O)=O)CC(O)=O)[CH2:15][N:16](CC(O)=O)CC(O)=O. Given the product [NH2:1][C:2]1[CH:7]=[C:6]([C:15]#[N:16])[C:5]([C:11]#[N:12])=[CH:4][C:3]=1[NH2:10], predict the reactants needed to synthesize it. (2) Given the product [CH:2]([C:6]1[CH:11]=[CH:10][C:9]([NH:12][C:13]([CH2:15][CH2:16][CH2:17][N:18]([CH3:45])[C:19]([CH2:21][CH2:22][N:23]2[CH2:24][CH2:25][CH:26]([O:29][C:30](=[O:44])[NH:31][C:32]3[CH:37]=[CH:36][CH:35]=[CH:34][C:33]=3[C:38]3[CH:43]=[CH:42][CH:41]=[CH:40][CH:39]=3)[CH2:27][CH2:28]2)=[O:20])=[O:14])=[CH:8][CH:7]=1)=[O:1], predict the reactants needed to synthesize it. The reactants are: [O:1]1CCO[CH:2]1[C:6]1[CH:11]=[CH:10][C:9]([NH:12][C:13]([CH2:15][CH2:16][CH2:17][N:18]([CH3:45])[C:19]([CH2:21][CH2:22][N:23]2[CH2:28][CH2:27][CH:26]([O:29][C:30](=[O:44])[NH:31][C:32]3[CH:37]=[CH:36][CH:35]=[CH:34][C:33]=3[C:38]3[CH:43]=[CH:42][CH:41]=[CH:40][CH:39]=3)[CH2:25][CH2:24]2)=[O:20])=[O:14])=[CH:8][CH:7]=1.Cl.O. (3) The reactants are: O=[C:2]1[C:9]2[CH:8]=[C:7]([C:10]([O:12][CH3:13])=[O:11])[NH:6][C:5]=2[CH2:4][CH2:3]1.[Cl:14][C:15]1[CH:16]=[C:17]([CH:21]=[C:22]([F:24])[CH:23]=1)[CH2:18][Mg]Cl.FC1C=C(C=CC=1)/C=C1\CCC2NC(C(OC)=O)=CC\1=2. Given the product [Cl:14][C:15]1[CH:16]=[C:17]([CH:21]=[C:22]([F:24])[CH:23]=1)[CH2:18][CH:2]1[C:9]2[CH:8]=[C:7]([C:10]([O:12][CH3:13])=[O:11])[NH:6][C:5]=2[CH2:4][CH2:3]1, predict the reactants needed to synthesize it.